Task: Predict which catalyst facilitates the given reaction.. Dataset: Catalyst prediction with 721,799 reactions and 888 catalyst types from USPTO (1) Reactant: [NH2:1][C:2]1[N:12]=[CH:11][CH:10]=[CH:9][C:3]=1[C:4]([O:6][CH2:7][CH3:8])=[O:5].[CH:13]([C:15]1[CH:16]=[C:17]([B:25]([OH:27])[OH:26])[CH:18]=[C:19]([O:21][CH:22]([CH3:24])[CH3:23])[CH:20]=1)=O.O.[C:29]1([CH3:39])[CH:34]=[CH:33]C(S(O)(=O)=O)=C[CH:30]=1.[C:40](O[BH-](OC(=O)C)OC(=O)C)(=O)C.[Na+]. Product: [CH:22]([O:21][C:19]1[CH:20]=[C:15]([CH:16]=[C:17]([B:25]2[O:27][C:29]([CH3:39])([CH3:30])[C:34]([CH3:40])([CH3:33])[O:26]2)[CH:18]=1)[CH2:13][NH:1][C:2]1[N:12]=[CH:11][CH:10]=[CH:9][C:3]=1[C:4]([O:6][CH2:7][CH3:8])=[O:5])([CH3:24])[CH3:23]. The catalyst class is: 8. (2) Reactant: [CH3:1][O:2][CH2:3][CH:4]([CH3:37])[O:5][C:6]1[CH:7]=[C:8]([O:26][C:27]2[CH:28]=[N:29][C:30]([S:33]([CH3:36])(=[O:35])=[O:34])=[CH:31][CH:32]=2)[CH:9]=[C:10]2[C:14]=1[NH:13][C:12]([C:15]1[S:16][CH:17]([CH2:20][C:21]([O:23]CC)=[O:22])[CH2:18][N:19]=1)=[CH:11]2.O1CCCC1.[OH-].[Na+].Cl. Product: [CH3:1][O:2][CH2:3][CH:4]([CH3:37])[O:5][C:6]1[CH:7]=[C:8]([O:26][C:27]2[CH:28]=[N:29][C:30]([S:33]([CH3:36])(=[O:34])=[O:35])=[CH:31][CH:32]=2)[CH:9]=[C:10]2[C:14]=1[NH:13][C:12]([C:15]1[S:16][CH:17]([CH2:20][C:21]([OH:23])=[O:22])[CH2:18][N:19]=1)=[CH:11]2. The catalyst class is: 97. (3) Reactant: [Mg].II.Cl[CH2:5][CH2:6][CH2:7][CH2:8][O:9][CH3:10].[C:11]([O:15][C:16]([N:18]1[CH2:23][CH2:22][CH2:21][C@@H:20]([C:24](=[O:38])[C:25]2[CH:30]=[CH:29][CH:28]=[CH:27][C:26]=2[C:31]2[CH:36]=[CH:35][CH:34]=[CH:33][C:32]=2[Cl:37])[CH2:19]1)=[O:17])([CH3:14])([CH3:13])[CH3:12]. Product: [Cl:37][C:32]1[CH:33]=[CH:34][CH:35]=[CH:36][C:31]=1[C:26]1[CH:27]=[CH:28][CH:29]=[CH:30][C:25]=1[C:24]([C@@H:20]1[CH2:21][CH2:22][CH2:23][N:18]([C:16]([O:15][C:11]([CH3:14])([CH3:13])[CH3:12])=[O:17])[CH2:19]1)([OH:38])[CH2:5][CH2:6][CH2:7][CH2:8][O:9][CH3:10]. The catalyst class is: 1. (4) Reactant: [NH:1]1[CH2:6][CH2:5][O:4][CH2:3][CH2:2]1.[O:7]1[C:11]2([CH2:16][CH2:15][CH2:14][CH2:13][CH:12]2[C:17](Cl)=[O:18])[O:10][CH2:9][CH2:8]1.C1(C)C=CC=CC=1. Product: [O:7]1[C:11]2([CH2:16][CH2:15][CH2:14][CH2:13][CH:12]2[C:17]([N:1]2[CH2:6][CH2:5][O:4][CH2:3][CH2:2]2)=[O:18])[O:10][CH2:9][CH2:8]1. The catalyst class is: 13. (5) Reactant: [CH3:1][C:2]1[NH:3][C:4]2[C:9]([CH:10]=1)=[C:8]([C:11]([F:14])([F:13])[F:12])[C:7]([C:15]#[N:16])=[CH:6][CH:5]=2.[O-]S(C(F)(F)[F:22])(=O)=O.F[N+]1C=CC=CC=1. Product: [F:22][C:10]1[C:9]2[C:4](=[CH:5][CH:6]=[C:7]([C:15]#[N:16])[C:8]=2[C:11]([F:12])([F:14])[F:13])[NH:3][C:2]=1[CH3:1]. The catalyst class is: 2.